Dataset: Forward reaction prediction with 1.9M reactions from USPTO patents (1976-2016). Task: Predict the product of the given reaction. (1) Given the reactants [C:1]([O:5][C:6]([N:8]([CH3:10])[NH2:9])=[O:7])([CH3:4])([CH3:3])[CH3:2].[F:11][C:12]1[CH:17]=[CH:16][C:15]([C:18]([F:21])([F:20])[F:19])=[CH:14][C:13]=1B(O)O.C(N(CC)CC)C, predict the reaction product. The product is: [C:1]([O:5][C:6]([N:8]([CH3:10])[NH:9][C:13]1[CH:14]=[C:15]([C:18]([F:20])([F:21])[F:19])[CH:16]=[CH:17][C:12]=1[F:11])=[O:7])([CH3:4])([CH3:3])[CH3:2]. (2) Given the reactants [NH2:1][C:2]1[CH:7]=[CH:6][CH:5]=[CH:4][C:3]=1[S:8]([NH:11][C:12]1[CH:13]=[CH:14][CH:15]=[C:16]2[C:21]=1[N:20]=[CH:19][CH:18]=[CH:17]2)(=[O:10])=[O:9].CCN(C(C)C)C(C)C.[F:31][C:32]([F:43])([F:42])[C:33](O[C:33](=[O:34])[C:32]([F:43])([F:42])[F:31])=[O:34], predict the reaction product. The product is: [F:31][C:32]([F:43])([F:42])[C:33]([NH:1][C:2]1[CH:7]=[CH:6][CH:5]=[CH:4][C:3]=1[S:8](=[O:10])(=[O:9])[NH:11][C:12]1[CH:13]=[CH:14][CH:15]=[C:16]2[C:21]=1[N:20]=[CH:19][CH:18]=[CH:17]2)=[O:34]. (3) Given the reactants [NH2:1][CH2:2][CH2:3][CH2:4][CH2:5][CH2:6][CH2:7][NH:8][C:9](=[O:39])[CH:10]([NH:28][O:29][C:30]([CH2:32][C:33]1[CH:38]=[CH:37][CH:36]=[CH:35][CH:34]=1)=[O:31])[CH2:11][CH2:12][CH2:13][NH:14][C:15]([NH:17][S:18]([C:21]1[CH:27]=[CH:26][C:24]([CH3:25])=[CH:23][CH:22]=1)(=[O:20])=[O:19])=[NH:16].C(N=C=NCCCN(C)C)C.[CH3:51][CH2:52][C:53]([C:55]([C:57]1[CH:58]=[CH:59][C:60]([O:65][CH2:66][C:67](O)=[O:68])=[C:61]([Cl:64])[C:62]=1[Cl:63])=[O:56])=[CH2:54].C(N(CC)CC)C, predict the reaction product. The product is: [Cl:64][C:61]1[C:62]([Cl:63])=[C:57]([C:55](=[O:56])[C:53](=[CH2:54])[CH2:52][CH3:51])[CH:58]=[CH:59][C:60]=1[O:65][CH2:66][C:67]([NH:1][CH2:2][CH2:3][CH2:4][CH2:5][CH2:6][CH2:7][NH:8][C:9](=[O:39])[CH:10]([NH:28][O:29][C:30]([CH2:32][C:33]1[CH:38]=[CH:37][CH:36]=[CH:35][CH:34]=1)=[O:31])[CH2:11][CH2:12][CH2:13][NH:14][C:15]([NH:17][S:18]([C:21]1[CH:22]=[CH:23][C:24]([CH3:25])=[CH:26][CH:27]=1)(=[O:20])=[O:19])=[NH:16])=[O:68]. (4) Given the reactants [CH3:1][C:2]1[CH:10]=[C:9]2[C:5]([CH2:6][C:7](=[O:11])[NH:8]2)=[CH:4][CH:3]=1.[Br:12]N1C(=O)CCC1=O, predict the reaction product. The product is: [Br:12][C:3]1[CH:4]=[C:5]2[C:9](=[CH:10][C:2]=1[CH3:1])[NH:8][C:7](=[O:11])[CH2:6]2. (5) Given the reactants C([Li])CCC.[S:6]1[CH:10]=[CH:9][N:8]=[C:7]1[C:11]1([OH:21])[CH2:20][CH2:19][C:14]2([O:18][CH2:17][CH2:16][O:15]2)[CH2:13][CH2:12]1.[C:22](=[O:24])=[O:23].Cl, predict the reaction product. The product is: [OH:21][C:11]1([C:7]2[S:6][CH:10]=[C:9]([C:22]([OH:24])=[O:23])[N:8]=2)[CH2:12][CH2:13][C:14]2([O:18][CH2:17][CH2:16][O:15]2)[CH2:19][CH2:20]1. (6) Given the reactants C1(OC)C(=CC=C(C=1)CC=C)O.C12CC(C1(C)C)CCC=2C.C12CC(CC1)C(=C)C2(C)C.[CH3:33]/[CH:34]=[CH:35]/[C:36]1[C:41]([O:42][CH3:43])=[CH:40][C:39]([O:44][CH3:45])=[C:38]([O:46][CH3:47])[CH:37]=1, predict the reaction product. The product is: [CH3:33]/[CH:34]=[CH:35]/[C:36]1[CH:37]=[C:38]([O:46][CH3:47])[C:39]([O:44][CH3:45])=[CH:40][C:41]=1[O:42][CH3:43].[CH3:33]/[CH:34]=[CH:35]\[C:36]1[CH:37]=[C:38]([O:46][CH3:47])[C:39]([O:44][CH3:45])=[CH:40][C:41]=1[O:42][CH3:43].